From a dataset of Full USPTO retrosynthesis dataset with 1.9M reactions from patents (1976-2016). Predict the reactants needed to synthesize the given product. (1) The reactants are: [F:1][C:2]1[CH:11]=[C:10]2[C:5](C(O[Si](C)(C)C)(C#N)[CH2:7][CH2:8][O:9]2)=[CH:4][CH:3]=1.[C:19]([OH:22])(=[O:21])[CH3:20]. Given the product [F:1][C:2]1[CH:11]=[C:10]2[C:5]([CH:20]([C:19]([OH:22])=[O:21])[CH2:7][CH2:8][O:9]2)=[CH:4][CH:3]=1, predict the reactants needed to synthesize it. (2) Given the product [C:1]([O:4][CH:5]1[CH2:10][CH:9]([O:14][C:15](=[O:17])[CH3:16])[CH:8]([O:18][C:19](=[O:21])[CH3:20])[CH2:7][O:6]1)(=[O:3])[CH3:2], predict the reactants needed to synthesize it. The reactants are: [C:1]([O:4][C@H:5]1[C@H:10](N=C=S)[C@@H:9]([O:14][C:15](=[O:17])[CH3:16])[C@H:8]([O:18][C:19](=[O:21])[CH3:20])[C@@H:7](COC(=O)C)[O:6]1)(=[O:3])[CH3:2].FC(F)(F)CN. (3) Given the product [CH3:32][S:33]([O:1][CH2:2][C@@H:3]([NH:14][C:15]([O:17][CH2:18][C:19]1[CH:20]=[CH:21][CH:22]=[CH:23][CH:24]=1)=[O:16])[CH2:4][N:5]1[CH2:13][CH2:12][CH2:11][C@H:6]1[C:7]([O:9][CH3:10])=[O:8])(=[O:35])=[O:34], predict the reactants needed to synthesize it. The reactants are: [OH:1][CH2:2][C@@H:3]([NH:14][C:15]([O:17][CH2:18][C:19]1[CH:24]=[CH:23][CH:22]=[CH:21][CH:20]=1)=[O:16])[CH2:4][N:5]1[CH2:13][CH2:12][CH2:11][C@H:6]1[C:7]([O:9][CH3:10])=[O:8].C(N(CC)CC)C.[CH3:32][S:33](Cl)(=[O:35])=[O:34]. (4) Given the product [Cl:17][C:18]1[CH:23]=[C:22]([N:5]2[CH2:6][CH2:7][C@H:3]([F:2])[CH2:4]2)[CH:21]=[C:20]([Cl:25])[N:19]=1, predict the reactants needed to synthesize it. The reactants are: Cl.[F:2][C@H:3]1[CH2:7][CH2:6][NH:5][CH2:4]1.CCN(C(C)C)C(C)C.[Cl:17][C:18]1[CH:23]=[C:22](Cl)[CH:21]=[C:20]([Cl:25])[N:19]=1. (5) Given the product [C:46]1([C:52]2[CH:53]=[CH:54][CH:55]=[CH:56][CH:57]=2)[CH:51]=[CH:50][C:49]([O:45][C@H:42]2[CH2:43][CH2:44][C@@H:40]([O:39][Si:32]([C:35]([CH3:38])([CH3:37])[CH3:36])([CH3:34])[CH3:33])[CH2:41]2)=[CH:48][CH:47]=1, predict the reactants needed to synthesize it. The reactants are: C1(P(C2C=CC=CC=2)C2C=CC=CC=2)C=CC=CC=1.CCOC(/N=N/C(OCC)=O)=O.[Si:32]([O:39][C@@H:40]1[CH2:44][CH2:43][C@@H:42]([OH:45])[CH2:41]1)([C:35]([CH3:38])([CH3:37])[CH3:36])([CH3:34])[CH3:33].[C:46]1([C:52]2[CH:57]=[CH:56][C:55](O)=[CH:54][CH:53]=2)[CH:51]=[CH:50][CH:49]=[CH:48][CH:47]=1. (6) Given the product [N:1]1[CH:6]=[CH:5][C:4]([C:7]2[C:8]([NH:13][C:14]3[CH:15]=[C:16]([CH:20]=[CH:21][C:22]=3[C:23]([F:26])([F:24])[F:25])[C:17]([NH:35][C:31]3[CH:32]=[CH:33][CH:34]=[C:29]([C:28]([F:36])([F:37])[F:27])[CH:30]=3)=[O:18])=[N:9][CH:10]=[CH:11][CH:12]=2)=[N:3][CH:2]=1, predict the reactants needed to synthesize it. The reactants are: [N:1]1[CH:6]=[CH:5][C:4]([C:7]2[C:8]([NH:13][C:14]3[CH:15]=[C:16]([CH:20]=[CH:21][C:22]=3[C:23]([F:26])([F:25])[F:24])[C:17](O)=[O:18])=[N:9][CH:10]=[CH:11][CH:12]=2)=[N:3][CH:2]=1.[F:27][C:28]([F:37])([F:36])[C:29]1[CH:30]=[C:31]([NH2:35])[CH:32]=[CH:33][CH:34]=1.CN(C(ON1N=NC2C=CC=CC1=2)=[N+](C)C)C.[B-](F)(F)(F)F.CCN(C(C)C)C(C)C.